Dataset: Forward reaction prediction with 1.9M reactions from USPTO patents (1976-2016). Task: Predict the product of the given reaction. (1) Given the reactants Cl[C:2]1[CH:7]=[CH:6][C:5]([N+:8]([O-:10])=[O:9])=[C:4]([O:11][CH3:12])[CH:3]=1.[N:13]1[CH:18]=[CH:17][CH:16]=[C:15](B(O)O)[CH:14]=1.C([O-])([O-])=O.[Na+].[Na+], predict the reaction product. The product is: [CH3:12][O:11][C:4]1[CH:3]=[C:2]([C:16]2[CH:17]=[CH:18][N:13]=[CH:14][CH:15]=2)[CH:7]=[CH:6][C:5]=1[N+:8]([O-:10])=[O:9]. (2) Given the reactants [CH:1]1([CH2:7][C:8]([NH:10][C@@H:11]([C:45]([CH3:48])([CH3:47])[CH3:46])[C:12]([N:14]2[C@H:29]([C:30]([NH:32][C@@H:33]([CH2:42][CH2:43][CH3:44])[CH:34]([OH:41])[C:35]([NH:37][CH:38]3[CH2:40][CH2:39]3)=[O:36])=[O:31])[CH2:28][C@:16]3([O:20][C:19](=[O:21])[N:18]([C:22]4[CH:27]=[CH:26][CH:25]=[CH:24][CH:23]=4)[CH2:17]3)[CH2:15]2)=[O:13])=[O:9])[CH2:6][CH2:5][CH2:4][CH2:3][CH2:2]1.CC(OI1(OC(C)=O)(OC(C)=O)OC(=O)C2C=CC=CC1=2)=O.[O-]S([O-])(=S)=O.[Na+].[Na+], predict the reaction product. The product is: [CH:1]1([CH2:7][C:8]([NH:10][C@@H:11]([C:45]([CH3:46])([CH3:48])[CH3:47])[C:12]([N:14]2[C@H:29]([C:30]([NH:32][C@@H:33]([CH2:42][CH2:43][CH3:44])[C:34](=[O:41])[C:35]([NH:37][CH:38]3[CH2:40][CH2:39]3)=[O:36])=[O:31])[CH2:28][C@:16]3([O:20][C:19](=[O:21])[N:18]([C:22]4[CH:27]=[CH:26][CH:25]=[CH:24][CH:23]=4)[CH2:17]3)[CH2:15]2)=[O:13])=[O:9])[CH2:6][CH2:5][CH2:4][CH2:3][CH2:2]1. (3) Given the reactants Cl[C:2]1[CH:3]=[C:4]([NH:11][C:12]2[CH:17]=[CH:16][C:15]([N:18]3[CH2:23][CH2:22][N:21]([CH3:24])[CH2:20][CH2:19]3)=[CH:14][N:13]=2)[C:5]2[N:6]([CH:8]=[CH:9][N:10]=2)[CH:7]=1.C([O:28][CH2:29][C:30]1[C:35](B2OC(C)(C)C(C)(C)O2)=[CH:34][C:33]([F:45])=[CH:32][C:31]=1[N:46]1[CH2:58][CH2:57][N:49]2[C:50]3[CH2:51][CH2:52][CH2:53][CH2:54][C:55]=3[CH:56]=[C:48]2[C:47]1=[O:59])(=O)C.C([O-])([O-])=O.[Cs+].[Cs+].O, predict the reaction product. The product is: [F:45][C:33]1[CH:34]=[C:35]([C:2]2[CH:3]=[C:4]([NH:11][C:12]3[CH:17]=[CH:16][C:15]([N:18]4[CH2:23][CH2:22][N:21]([CH3:24])[CH2:20][CH2:19]4)=[CH:14][N:13]=3)[C:5]3[N:6]([CH:8]=[CH:9][N:10]=3)[CH:7]=2)[C:30]([CH2:29][OH:28])=[C:31]([N:46]2[CH2:58][CH2:57][N:49]3[C:50]4[CH2:51][CH2:52][CH2:53][CH2:54][C:55]=4[CH:56]=[C:48]3[C:47]2=[O:59])[CH:32]=1. (4) Given the reactants Cl[CH:2]([C:12]1[CH:13]=[CH:14][C:15](=[O:21])[N:16]([CH:18]([CH3:20])[CH3:19])[N:17]=1)[C:3]([C:5]1[CH:10]=[CH:9][C:8]([F:11])=[CH:7][CH:6]=1)=O.[NH2:22][C:23]([NH2:25])=[S:24].C(=O)([O-])O.[Na+].O, predict the reaction product. The product is: [NH2:25][C:23]1[S:24][C:2]([C:12]2[CH:13]=[CH:14][C:15](=[O:21])[N:16]([CH:18]([CH3:20])[CH3:19])[N:17]=2)=[C:3]([C:5]2[CH:10]=[CH:9][C:8]([F:11])=[CH:7][CH:6]=2)[N:22]=1. (5) Given the reactants C[O:2][C:3](=[O:34])[C:4]1[CH:9]=[C:8]([Cl:10])[C:7]([O:11][C:12]2[CH:17]=[CH:16][N:15]=[CH:14][C:13]=2[C:18]([N:20]2[C:29]3[C:24](=[CH:25][CH:26]=[CH:27][CH:28]=3)[N:23]([CH:30]3[CH2:32][CH2:31]3)[CH2:22][CH2:21]2)=[O:19])=[CH:6][C:5]=1[Cl:33].O.[OH-].[Li+], predict the reaction product. The product is: [Cl:33][C:5]1[CH:6]=[C:7]([O:11][C:12]2[CH:17]=[CH:16][N:15]=[CH:14][C:13]=2[C:18]([N:20]2[C:29]3[C:24](=[CH:25][CH:26]=[CH:27][CH:28]=3)[N:23]([CH:30]3[CH2:31][CH2:32]3)[CH2:22][CH2:21]2)=[O:19])[C:8]([Cl:10])=[CH:9][C:4]=1[C:3]([OH:34])=[O:2]. (6) Given the reactants F[C:2]1[N:7]2[CH:8]=[C:9]([CH2:11][N:12]([CH3:23])[C@@H:13]3[C:22]4[N:21]=[CH:20][CH:19]=[CH:18][C:17]=4[CH2:16][CH2:15][CH2:14]3)[N:10]=[C:6]2[CH:5]=[CH:4][CH:3]=1.[NH2:24][CH2:25][CH2:26][N:27]1[CH2:32][CH2:31][CH2:30][CH2:29][CH2:28]1, predict the reaction product. The product is: [CH3:23][N:12]([CH2:11][C:9]1[N:10]=[C:6]2[CH:5]=[CH:4][CH:3]=[C:2]([NH:24][CH2:25][CH2:26][N:27]3[CH2:32][CH2:31][CH2:30][CH2:29][CH2:28]3)[N:7]2[CH:8]=1)[C@@H:13]1[C:22]2[N:21]=[CH:20][CH:19]=[CH:18][C:17]=2[CH2:16][CH2:15][CH2:14]1. (7) Given the reactants [CH2:1]([CH:3]1[C:8]2([C:12](=[O:13])[CH2:11][CH2:10][CH2:9]2)[CH2:7][CH:6]=[C:5]([CH3:14])[CH2:4]1)[CH3:2].COCCO[AlH2-]OCCOC.[Na+], predict the reaction product. The product is: [CH2:1]([CH:3]1[C:8]2([CH:12]([OH:13])[CH2:11][CH2:10][CH2:9]2)[CH2:7][CH:6]=[C:5]([CH3:14])[CH2:4]1)[CH3:2].